From a dataset of Full USPTO retrosynthesis dataset with 1.9M reactions from patents (1976-2016). Predict the reactants needed to synthesize the given product. Given the product [CH3:10][Si:11]([CH3:13])([CH3:12])[C:14]#[C:15][C:2]#[C:3][CH2:4][CH2:5][CH2:6][CH2:7][CH2:8][OH:9], predict the reactants needed to synthesize it. The reactants are: I[C:2]#[C:3][CH2:4][CH2:5][CH2:6][CH2:7][CH2:8][OH:9].[CH3:10][Si:11]([C:14]#[CH:15])([CH3:13])[CH3:12].C(NC(C)C)(C)C.